From a dataset of Forward reaction prediction with 1.9M reactions from USPTO patents (1976-2016). Predict the product of the given reaction. (1) Given the reactants [CH3:1][C:2]1[O:6][C:5]([CH2:7][C:8]2[CH:13]=[C:12]([NH:14]C(=O)C(F)(F)F)[CH:11]=[CH:10][C:9]=2[S:21](Cl)(=[O:23])=[O:22])=[N:4][N:3]=1.[NH2:25][C:26]1[CH:27]=[CH:28][C:29]2[CH2:33][O:32][B:31]([OH:34])[C:30]=2[CH:35]=1.N1C=CC=CC=1, predict the reaction product. The product is: [NH2:14][C:12]1[CH:11]=[CH:10][C:9]([S:21]([NH:25][C:26]2[CH:27]=[CH:28][C:29]3[CH2:33][O:32][B:31]([OH:34])[C:30]=3[CH:35]=2)(=[O:22])=[O:23])=[C:8]([CH2:7][C:5]2[O:6][C:2]([CH3:1])=[N:3][N:4]=2)[CH:13]=1. (2) Given the reactants [Si:1](Cl)([C:14]([CH3:17])([CH3:16])[CH3:15])([C:8]1[CH:13]=[CH:12][CH:11]=[CH:10][CH:9]=1)[C:2]1[CH:7]=[CH:6][CH:5]=[CH:4][CH:3]=1.ClCCl.[N:22]([CH2:25][CH2:26][C@@H:27]([OH:30])[CH2:28][OH:29])=[N+:23]=[N-:24].C(N(CC)CC)C, predict the reaction product. The product is: [N:22]([CH2:25][CH2:26][C@@H:27]([OH:30])[CH2:28][O:29][Si:1]([C:14]([CH3:17])([CH3:16])[CH3:15])([C:8]1[CH:13]=[CH:12][CH:11]=[CH:10][CH:9]=1)[C:2]1[CH:7]=[CH:6][CH:5]=[CH:4][CH:3]=1)=[N+:23]=[N-:24]. (3) Given the reactants [NH2:1][C:2]1[CH:7]=[N:6][C:5]([C:8]2[CH:13]=[CH:12][C:11]([C:14]3[C:15]([C:20]([OH:22])=O)=[CH:16][CH:17]=[CH:18][CH:19]=3)=[CH:10][C:9]=2[F:23])=[CH:4][N:3]=1.[NH:24]1[CH2:29][CH2:28][S:27](=[O:31])(=[O:30])[CH2:26][CH2:25]1, predict the reaction product. The product is: [O:30]=[S:27]1(=[O:31])[CH2:28][CH2:29][N:24]([C:20]([C:15]2[CH:16]=[CH:17][CH:18]=[CH:19][C:14]=2[C:11]2[CH:12]=[CH:13][C:8]([C:5]3[N:6]=[CH:7][C:2]([NH2:1])=[N:3][CH:4]=3)=[C:9]([F:23])[CH:10]=2)=[O:22])[CH2:25][CH2:26]1. (4) Given the reactants [Cl:1][C:2]1[CH:3]=[C:4]2[C:9](=[C:10]([Cl:12])[CH:11]=1)[CH2:8][N:7]([CH3:13])[CH2:6][CH:5]2[C:14]1[CH:19]=[CH:18][CH:17]=[CH:16][C:15]=1[NH2:20].[N:21]([CH2:24][CH3:25])=[C:22]=[S:23], predict the reaction product. The product is: [ClH:1].[Cl:1][C:2]1[CH:3]=[C:4]2[C:9](=[C:10]([Cl:12])[CH:11]=1)[CH2:8][N:7]([CH3:13])[CH2:6][CH:5]2[C:14]1[CH:19]=[CH:18][CH:17]=[CH:16][C:15]=1[NH:20][C:22]([NH:21][CH2:24][CH3:25])=[S:23]. (5) Given the reactants [Br:1][C:2]1[CH:7]=[CH:6][C:5]([NH2:8])=[C:4]([C:9]([F:12])([F:11])[F:10])[CH:3]=1.C(N(CC)CC)C.[CH2:20]([O:22][C:23](=[O:27])[C:24](Cl)=[O:25])[CH3:21], predict the reaction product. The product is: [CH2:20]([O:22][C:23](=[O:27])[C:24]([NH:8][C:5]1[CH:6]=[CH:7][C:2]([Br:1])=[CH:3][C:4]=1[C:9]([F:10])([F:11])[F:12])=[O:25])[CH3:21]. (6) Given the reactants ClC(OC(Cl)C)=O.C([N:15]1[CH2:34][C@@H:33]([C:35]2[CH:42]=[CH:41][C:38]([C:39]#[N:40])=[CH:37][CH:36]=2)[C@:17]2([N:21]([CH3:22])[C:20](=[O:23])[N:19]([C:24]3[CH:29]=[C:28]([Cl:30])[CH:27]=[C:26]([Cl:31])[CH:25]=3)[C:18]2=[O:32])[CH2:16]1)C1C=CC=CC=1, predict the reaction product. The product is: [Cl:31][C:26]1[CH:25]=[C:24]([N:19]2[C:18](=[O:32])[C@@:17]3([C@H:33]([C:35]4[CH:36]=[CH:37][C:38]([C:39]#[N:40])=[CH:41][CH:42]=4)[CH2:34][NH:15][CH2:16]3)[N:21]([CH3:22])[C:20]2=[O:23])[CH:29]=[C:28]([Cl:30])[CH:27]=1. (7) Given the reactants [OH:1][C:2]([CH3:21])([CH3:20])[CH2:3][N:4]1[C:8]([CH3:9])=[C:7]([C:10]([OH:12])=O)[C:6](=[O:13])[N:5]1[C:14]1[CH:19]=[CH:18][CH:17]=[CH:16][CH:15]=1.O=C1N(P(Cl)(N2CCOC2=O)=O)CCO1.C(N(CC)C(C)C)(C)C.[C:46]1([C:52]2[O:60][C:59]3[C:54](=[N:55][CH:56]=[CH:57][C:58]=3[O:61][C:62]3[CH:68]=[CH:67][C:65]([NH2:66])=[CH:64][CH:63]=3)[CH:53]=2)[CH:51]=[CH:50][CH:49]=[CH:48][CH:47]=1, predict the reaction product. The product is: [C:46]1([C:52]2[O:60][C:59]3[C:54](=[N:55][CH:56]=[CH:57][C:58]=3[O:61][C:62]3[CH:63]=[CH:64][C:65]([NH:66][C:10]([C:7]4[C:6](=[O:13])[N:5]([C:14]5[CH:15]=[CH:16][CH:17]=[CH:18][CH:19]=5)[N:4]([CH2:3][C:2]([OH:1])([CH3:20])[CH3:21])[C:8]=4[CH3:9])=[O:12])=[CH:67][CH:68]=3)[CH:53]=2)[CH:47]=[CH:48][CH:49]=[CH:50][CH:51]=1. (8) Given the reactants [CH:1]1([C:4]2[C:8]3=[N:9][C:10]([C:13]([NH:15][C:16]4[CH:17]=[N:18][CH:19]=[CH:20][C:21]=4[N:22]4[CH2:27][CH2:26][CH2:25][C@H:24]([NH:28]C(=O)OC(C)(C)C)[CH2:23]4)=[O:14])=[CH:11][CH:12]=[C:7]3[S:6][CH:5]=2)[CH2:3][CH2:2]1.C(O)(C(F)(F)F)=O.N, predict the reaction product. The product is: [NH2:28][C@H:24]1[CH2:25][CH2:26][CH2:27][N:22]([C:21]2[CH:20]=[CH:19][N:18]=[CH:17][C:16]=2[NH:15][C:13]([C:10]2[N:9]=[C:8]3[C:4]([CH:1]4[CH2:2][CH2:3]4)=[CH:5][S:6][C:7]3=[CH:12][CH:11]=2)=[O:14])[CH2:23]1.